From a dataset of Full USPTO retrosynthesis dataset with 1.9M reactions from patents (1976-2016). Predict the reactants needed to synthesize the given product. (1) Given the product [CH3:10][C:7]1([CH3:11])[C:6]2[CH:12]=[C:2]([B:28]([OH:31])[OH:29])[CH:3]=[C:4]([CH2:13][C:14]([CH3:17])([CH3:16])[CH3:15])[C:5]=2[O:9][CH2:8]1, predict the reactants needed to synthesize it. The reactants are: Br[C:2]1[CH:3]=[C:4]([CH2:13][C:14]([CH3:17])([CH3:16])[CH3:15])[C:5]2[O:9][CH2:8][C:7]([CH3:11])([CH3:10])[C:6]=2[CH:12]=1.C([Li])(C)(C)C.CCCCC.[B:28](OC)([O:31]C)[O:29]C. (2) Given the product [O:1]1[C:5]2[CH:6]=[CH:7][CH:8]=[CH:9][C:4]=2[C:3]([CH2:10][S:11]([NH2:21])(=[O:14])=[O:12])=[N:2]1, predict the reactants needed to synthesize it. The reactants are: [O:1]1[C:5]2[CH:6]=[CH:7][CH:8]=[CH:9][C:4]=2[C:3]([CH2:10][S:11]([O-:14])(=O)=[O:12])=[N:2]1.[Na+].P(Cl)(Cl)(Cl)=O.[NH3:21].